Predict the reactants needed to synthesize the given product. From a dataset of Full USPTO retrosynthesis dataset with 1.9M reactions from patents (1976-2016). (1) Given the product [O:24]1[CH:25]=[CH:26][C:22]([O:1][CH2:2][C@@H:3]2[O:7][C:6](=[O:8])[N:5]([C:9]3[CH:10]=[CH:11][C:12]4[C:18](=[O:19])[CH2:17][CH2:16][CH2:15][CH2:14][C:13]=4[CH:20]=3)[CH2:4]2)=[N:23]1, predict the reactants needed to synthesize it. The reactants are: [OH:1][CH2:2][C@@H:3]1[O:7][C:6](=[O:8])[N:5]([C:9]2[CH:10]=[CH:11][C:12]3[C:18](=[O:19])[CH2:17][CH2:16][CH2:15][CH2:14][C:13]=3[CH:20]=2)[CH2:4]1.O[C:22]1[CH:26]=[CH:25][O:24][N:23]=1.C1COCC1.N(C(OC(C)C)=O)=NC(OC(C)C)=O. (2) The reactants are: Br[C:2]1[C:7]([F:8])=[CH:6][C:5]([N:9]2[C:18]3[C:13](=[CH:14][C:15]([S:19]([NH:22][C:23]4[CH:27]=[CH:26][O:25][N:24]=4)(=[O:21])=[O:20])=[CH:16][CH:17]=3)[CH:12]=[CH:11][C:10]2=[O:28])=[C:4]([O:29][CH3:30])[CH:3]=1.[F:31][C:32]([F:43])([F:42])[C:33]1[CH:34]=[C:35](B(O)O)[CH:36]=[CH:37][CH:38]=1.C(=O)([O-])[O-].[K+].[K+]. Given the product [F:8][C:7]1[CH:6]=[C:5]([N:9]2[C:18]3[C:13](=[CH:14][C:15]([S:19]([NH:22][C:23]4[CH:27]=[CH:26][O:25][N:24]=4)(=[O:21])=[O:20])=[CH:16][CH:17]=3)[CH:12]=[CH:11][C:10]2=[O:28])[C:4]([O:29][CH3:30])=[CH:3][C:2]=1[C:37]1[CH:36]=[CH:35][CH:34]=[C:33]([C:32]([F:43])([F:42])[F:31])[CH:38]=1, predict the reactants needed to synthesize it. (3) The reactants are: CCN(C(C)C)C(C)C.[O:10]=[C:11]1[C:20]([C:21]([OH:23])=O)=[CH:19][C:18]2[C:13](=[CH:14][CH:15]=[CH:16][CH:17]=2)[NH:12]1.CN(C(ON1N=NC2C=CC=NC1=2)=[N+](C)C)C.F[P-](F)(F)(F)(F)F.[N:48]1[C:49]([C:57]2[CH:58]=[C:59]([NH2:63])[CH:60]=[CH:61][CH:62]=2)=[CH:50][N:51]2[CH:56]=[CH:55][CH:54]=[CH:53][C:52]=12. Given the product [N:48]1[C:49]([C:57]2[CH:58]=[C:59]([NH:63][C:21]([C:20]3[C:11](=[O:10])[NH:12][C:13]4[C:18]([CH:19]=3)=[CH:17][CH:16]=[CH:15][CH:14]=4)=[O:23])[CH:60]=[CH:61][CH:62]=2)=[CH:50][N:51]2[CH:56]=[CH:55][CH:54]=[CH:53][C:52]=12, predict the reactants needed to synthesize it.